From a dataset of NCI-60 drug combinations with 297,098 pairs across 59 cell lines. Regression. Given two drug SMILES strings and cell line genomic features, predict the synergy score measuring deviation from expected non-interaction effect. (1) Drug 1: CC(C)(C#N)C1=CC(=CC(=C1)CN2C=NC=N2)C(C)(C)C#N. Drug 2: C1=NNC2=C1C(=O)NC=N2. Cell line: PC-3. Synergy scores: CSS=1.67, Synergy_ZIP=-2.77, Synergy_Bliss=-4.52, Synergy_Loewe=-2.05, Synergy_HSA=-2.84. (2) Synergy scores: CSS=4.56, Synergy_ZIP=-1.07, Synergy_Bliss=5.15, Synergy_Loewe=1.84, Synergy_HSA=2.40. Drug 1: CC1=C(C(=CC=C1)Cl)NC(=O)C2=CN=C(S2)NC3=CC(=NC(=N3)C)N4CCN(CC4)CCO. Drug 2: CS(=O)(=O)CCNCC1=CC=C(O1)C2=CC3=C(C=C2)N=CN=C3NC4=CC(=C(C=C4)OCC5=CC(=CC=C5)F)Cl. Cell line: OVCAR-8.